The task is: Predict the reactants needed to synthesize the given product.. This data is from Full USPTO retrosynthesis dataset with 1.9M reactions from patents (1976-2016). Given the product [CH2:39]([C:31]1[N:30]([C:19]2[N:18]=[C:17]3[C:22]([N:23]=[C:15]([CH2:14][N:11]4[CH2:12][CH2:13][NH:8][CH:9]([CH:43]([CH3:45])[CH3:44])[C:10]4=[O:42])[N:16]3[CH3:41])=[C:21]([N:24]3[CH2:29][CH2:28][O:27][CH2:26][CH2:25]3)[N:20]=2)[C:34]2[CH:35]=[CH:36][CH:37]=[CH:38][C:33]=2[N:32]=1)[CH3:40], predict the reactants needed to synthesize it. The reactants are: C(OC([N:8]1[CH2:13][CH2:12][N:11]([CH2:14][C:15]2[N:16]([CH3:41])[C:17]3[C:22]([N:23]=2)=[C:21]([N:24]2[CH2:29][CH2:28][O:27][CH2:26][CH2:25]2)[N:20]=[C:19]([N:30]2[C:34]4[CH:35]=[CH:36][CH:37]=[CH:38][C:33]=4[N:32]=[C:31]2[CH2:39][CH3:40])[N:18]=3)[C:10](=[O:42])[CH:9]1[CH:43]([CH3:45])[CH3:44])=O)(C)(C)C.C(O)(C(F)(F)F)=O.